From a dataset of NCI-60 drug combinations with 297,098 pairs across 59 cell lines. Regression. Given two drug SMILES strings and cell line genomic features, predict the synergy score measuring deviation from expected non-interaction effect. (1) Drug 1: C1CCN(CC1)CCOC2=CC=C(C=C2)C(=O)C3=C(SC4=C3C=CC(=C4)O)C5=CC=C(C=C5)O. Drug 2: CC1C(C(CC(O1)OC2CC(OC(C2O)C)OC3=CC4=CC5=C(C(=O)C(C(C5)C(C(=O)C(C(C)O)O)OC)OC6CC(C(C(O6)C)O)OC7CC(C(C(O7)C)O)OC8CC(C(C(O8)C)O)(C)O)C(=C4C(=C3C)O)O)O)O. Cell line: MALME-3M. Synergy scores: CSS=5.45, Synergy_ZIP=7.47, Synergy_Bliss=10.4, Synergy_Loewe=-0.998, Synergy_HSA=7.27. (2) Drug 1: C1=CN(C(=O)N=C1N)C2C(C(C(O2)CO)O)(F)F. Drug 2: CC1CC(C(C(C=C(C(C(C=CC=C(C(=O)NC2=CC(=O)C(=C(C1)C2=O)OC)C)OC)OC(=O)N)C)C)O)OC. Cell line: HT29. Synergy scores: CSS=76.6, Synergy_ZIP=-0.932, Synergy_Bliss=-2.58, Synergy_Loewe=-1.88, Synergy_HSA=2.64. (3) Drug 1: CC12CCC(CC1=CCC3C2CCC4(C3CC=C4C5=CN=CC=C5)C)O. Drug 2: CNC(=O)C1=CC=CC=C1SC2=CC3=C(C=C2)C(=NN3)C=CC4=CC=CC=N4. Cell line: 786-0. Synergy scores: CSS=11.4, Synergy_ZIP=-1.34, Synergy_Bliss=4.65, Synergy_Loewe=-0.335, Synergy_HSA=3.73. (4) Drug 1: CN1C2=C(C=C(C=C2)N(CCCl)CCCl)N=C1CCCC(=O)O.Cl. Cell line: EKVX. Synergy scores: CSS=-1.57, Synergy_ZIP=1.01, Synergy_Bliss=-1.09, Synergy_Loewe=-1.84, Synergy_HSA=-3.68. Drug 2: C1CC(=O)NC(=O)C1N2C(=O)C3=CC=CC=C3C2=O. (5) Drug 1: C1=CC(=C2C(=C1NCCNCCO)C(=O)C3=C(C=CC(=C3C2=O)O)O)NCCNCCO. Drug 2: C1=C(C(=O)NC(=O)N1)F. Cell line: SN12C. Synergy scores: CSS=47.6, Synergy_ZIP=-8.22, Synergy_Bliss=-6.32, Synergy_Loewe=-2.38, Synergy_HSA=0.782. (6) Drug 1: CC(C1=C(C=CC(=C1Cl)F)Cl)OC2=C(N=CC(=C2)C3=CN(N=C3)C4CCNCC4)N. Drug 2: CC1CCC2CC(C(=CC=CC=CC(CC(C(=O)C(C(C(=CC(C(=O)CC(OC(=O)C3CCCCN3C(=O)C(=O)C1(O2)O)C(C)CC4CCC(C(C4)OC)O)C)C)O)OC)C)C)C)OC. Cell line: K-562. Synergy scores: CSS=59.5, Synergy_ZIP=1.51, Synergy_Bliss=0.370, Synergy_Loewe=-1.18, Synergy_HSA=1.57.